The task is: Predict the reactants needed to synthesize the given product.. This data is from Full USPTO retrosynthesis dataset with 1.9M reactions from patents (1976-2016). (1) Given the product [C:13]([O:16][C:17]([NH:1][CH2:2][CH2:3][CH2:4][CH2:5][CH2:6][C:7]([OH:9])=[O:8])=[O:18])([CH3:15])([CH3:14])[CH3:12], predict the reactants needed to synthesize it. The reactants are: [NH2:1][CH2:2][CH2:3][CH2:4][CH2:5][CH2:6][C:7]([OH:9])=[O:8].[OH-].[Na+].[CH3:12][C:13]([O:16][C:17](O[C:17]([O:16][C:13]([CH3:15])([CH3:14])[CH3:12])=[O:18])=[O:18])([CH3:15])[CH3:14].Cl. (2) Given the product [CH3:1][O:2][C:3]1([O:18][CH3:19])[C:8]([NH:9][C:10](=[O:16])[O:11][C:12]([CH3:15])([CH3:14])[CH3:13])=[CH:7][C:6](=[O:17])[CH:5]2[CH:4]1[O:20]2, predict the reactants needed to synthesize it. The reactants are: [CH3:1][O:2][C:3]1([O:18][CH3:19])[C:8]([NH:9][C:10](=[O:16])[O:11][C:12]([CH3:15])([CH3:14])[CH3:13])=[CH:7][C:6](=[O:17])[CH:5]=[CH:4]1.[OH:20]O.[OH-].[Na+]. (3) Given the product [Br:1][C:2]1[C:3]2[CH:4]=[C:5]3[C:14](=[O:15])[CH2:13][CH2:12][N:6]3[C:7]=2[CH:8]=[C:9]([F:11])[CH:10]=1, predict the reactants needed to synthesize it. The reactants are: [Br:1][C:2]1[C:3]2[CH:4]=[C:5]3[C:14](=[O:15])[CH:13](C(OC)=O)[CH2:12][N:6]3[C:7]=2[CH:8]=[C:9]([F:11])[CH:10]=1.Cl.O. (4) The reactants are: [F:1][C:2]([F:18])([F:17])[O:3][C:4]1[CH:5]=[C:6]([CH2:10][CH2:11][C:12]([O:14]CC)=[O:13])[CH:7]=[CH:8][CH:9]=1.[OH-].[Li+]. Given the product [F:1][C:2]([F:17])([F:18])[O:3][C:4]1[CH:5]=[C:6]([CH2:10][CH2:11][C:12]([OH:14])=[O:13])[CH:7]=[CH:8][CH:9]=1, predict the reactants needed to synthesize it. (5) Given the product [Cl:16][C:17]1[CH:22]=[C:21]([Cl:23])[N:20]=[C:19]([S:1][C:2]2[CH:3]=[CH:4][C:5]([NH:8][C:9](=[O:15])[O:10][C:11]([CH3:12])([CH3:14])[CH3:13])=[CH:6][CH:7]=2)[N:18]=1, predict the reactants needed to synthesize it. The reactants are: [SH:1][C:2]1[CH:7]=[CH:6][C:5]([NH:8][C:9](=[O:15])[O:10][C:11]([CH3:14])([CH3:13])[CH3:12])=[CH:4][CH:3]=1.[Cl:16][C:17]1[CH:22]=[C:21]([Cl:23])[N:20]=[C:19](S(C)(=O)=O)[N:18]=1.CC([O-])=O.[Na+]. (6) Given the product [Cl:30][C:23]1[C:22]([C:14]2[C:15](=[O:21])[N:16]([CH2:19][CH3:20])[C:17]3[C:12]([CH:13]=2)=[CH:11][N:10]=[C:9]([N:8]([CH2:7][C:6]2[CH:5]=[CH:4][C:3]([O:2][CH3:1])=[CH:33][CH:32]=2)[CH3:31])[CH:18]=3)=[CH:27][C:26]([NH:28][C:40](=[O:41])[O:42][C:43]([CH3:45])=[CH2:44])=[C:25]([F:29])[CH:24]=1, predict the reactants needed to synthesize it. The reactants are: [CH3:1][O:2][C:3]1[CH:33]=[CH:32][C:6]([CH2:7][N:8]([CH3:31])[C:9]2[CH:18]=[C:17]3[C:12]([CH:13]=[C:14]([C:22]4[CH:27]=[C:26]([NH2:28])[C:25]([F:29])=[CH:24][C:23]=4[Cl:30])[C:15](=[O:21])[N:16]3[CH2:19][CH3:20])=[CH:11][N:10]=2)=[CH:5][CH:4]=1.C([O-])(O)=O.[Na+].Cl[C:40]([O:42][C:43]([CH3:45])=[CH2:44])=[O:41].CCCCCC. (7) Given the product [C:1]([O:5][C:6](=[O:25])[NH:7][CH2:8][CH2:9][C:10]1[CH:15]=[CH:14][C:13]([O:16][C:17]2[CH:22]=[CH:21][CH:20]=[C:19]([C:23](=[O:27])[NH2:24])[N:18]=2)=[CH:12][CH:11]=1)([CH3:4])([CH3:2])[CH3:3], predict the reactants needed to synthesize it. The reactants are: [C:1]([O:5][C:6](=[O:25])[NH:7][CH2:8][CH2:9][C:10]1[CH:15]=[CH:14][C:13]([O:16][C:17]2[CH:22]=[CH:21][CH:20]=[C:19]([C:23]#[N:24])[N:18]=2)=[CH:12][CH:11]=1)([CH3:4])([CH3:3])[CH3:2].C([O-])([O-])=[O:27].[K+].[K+].OO. (8) Given the product [F:33][C:32]1[C:27]([C:23]2([CH2:22][NH:14][C:11]3[N:12]=[N:13][C:8]([N:5]4[CH:6]=[CH:7][C:3]([C:1]([NH2:2])=[O:35])=[CH:4]4)=[CH:9][CH:10]=3)[CH2:26][CH2:25][CH2:24]2)=[N:28][CH:29]=[CH:30][CH:31]=1, predict the reactants needed to synthesize it. The reactants are: [C:1]([C:3]1[CH:7]=[CH:6][N:5]([C:8]2[N:13]=[N:12][C:11]([N:14]([CH2:22][C:23]3([C:27]4[C:32]([F:33])=[CH:31][CH:30]=[CH:29][N:28]=4)[CH2:26][CH2:25][CH2:24]3)C(=O)OC(C)(C)C)=[CH:10][CH:9]=2)[CH:4]=1)#[N:2].C(=O)([O-])[O-:35].[K+].[K+].CS(C)=O.OO. (9) Given the product [NH2:2][CH2:1][CH:3]1[CH2:8][CH2:7][N:6]([CH2:9][C:10]2([C:16]([O:18][C:19]([CH3:22])([CH3:21])[CH3:20])=[O:17])[CH2:15][CH2:14][O:13][CH2:12][CH2:11]2)[CH2:5][CH2:4]1, predict the reactants needed to synthesize it. The reactants are: [C:1]([CH:3]1[CH2:8][CH2:7][N:6]([CH2:9][C:10]2([C:16]([O:18][C:19]([CH3:22])([CH3:21])[CH3:20])=[O:17])[CH2:15][CH2:14][O:13][CH2:12][CH2:11]2)[CH2:5][CH2:4]1)#[N:2].